The task is: Predict the product of the given reaction.. This data is from Forward reaction prediction with 1.9M reactions from USPTO patents (1976-2016). (1) Given the reactants [F:1][C:2]1[CH:7]=[CH:6][CH:5]=[CH:4][C:3]=1[OH:8].Br[CH2:10][CH:11]([O:15][CH2:16][CH3:17])[O:12][CH2:13][CH3:14].C([O-])([O-])=O.[K+].[K+], predict the reaction product. The product is: [CH2:13]([O:12][CH:11]([O:15][CH2:16][CH3:17])[CH2:10][O:8][C:3]1[CH:4]=[CH:5][CH:6]=[CH:7][C:2]=1[F:1])[CH3:14]. (2) Given the reactants [C:1]([O:5][C:6](=[O:15])[CH2:7][C:8]1[CH:13]=[CH:12][CH:11]=[C:10](Br)[CH:9]=1)([CH3:4])([CH3:3])[CH3:2].[CH:16]([N:18]1[C:22](=[O:23])[C:21]2=[CH:24][CH:25]=[CH:26][CH:27]=[C:20]2[C:19]1=[O:28])=[CH2:17].C(N(C(C)C)CC)(C)C.C1(C)C=CC=CC=1P(C1C=CC=CC=1C)C1C=CC=CC=1C, predict the reaction product. The product is: [C:1]([O:5][C:6](=[O:15])[CH2:7][C:8]1[CH:13]=[CH:12][CH:11]=[CH:10][C:9]=1[CH:17]=[CH:16][N:18]1[C:19](=[O:28])[C:20]2[C:21](=[CH:24][CH:25]=[CH:26][CH:27]=2)[C:22]1=[O:23])([CH3:4])([CH3:3])[CH3:2]. (3) The product is: [Cl:27][C:28]1[CH:33]=[CH:32][C:31]([F:37])=[C:30]([C:2]2[CH:3]=[C:4]([NH:8][CH:9]([C:13]3[CH:18]=[C:17]([F:19])[CH:16]=[CH:15][C:14]=3[F:20])[C:10]([NH2:12])=[O:11])[CH:5]=[N:6][CH:7]=2)[CH:29]=1. Given the reactants Br[C:2]1[CH:3]=[C:4]([NH:8][CH:9]([C:13]2[CH:18]=[C:17]([F:19])[CH:16]=[CH:15][C:14]=2[F:20])[C:10]([NH2:12])=[O:11])[CH:5]=[N:6][CH:7]=1.C([O-])([O-])=O.[K+].[K+].[Cl:27][C:28]1[CH:29]=[CH:30][C:31]([F:37])=[C:32](B(O)O)[CH:33]=1, predict the reaction product. (4) Given the reactants [CH3:1][O:2][C:3]1[N:8]=[C:7]([C:9]2[N:10]=[C:11]([CH:14]([C:20]3[CH:25]=[CH:24][CH:23]=[CH:22][C:21]=3[C:26]([F:29])([F:28])[F:27])[CH2:15][CH2:16][C:17](O)=[O:18])[NH:12][N:13]=2)[CH:6]=[CH:5][C:4]=1[N:30]1[CH:34]=[C:33]([CH3:35])[N:32]=[CH:31]1.C(N(C(C)C)CC)(C)C.ON1C2C=CC=CC=2N=N1, predict the reaction product. The product is: [CH3:1][O:2][C:3]1[N:8]=[C:7]([C:9]2[N:10]=[C:11]3[CH:14]([C:20]4[CH:25]=[CH:24][CH:23]=[CH:22][C:21]=4[C:26]([F:28])([F:29])[F:27])[CH2:15][CH2:16][C:17](=[O:18])[N:12]3[N:13]=2)[CH:6]=[CH:5][C:4]=1[N:30]1[CH:34]=[C:33]([CH3:35])[N:32]=[CH:31]1. (5) Given the reactants C(O[BH-](OC(=O)C)OC(=O)C)(=O)C.[Na+].[NH2:15][C:16]([CH3:46])([CH3:45])[CH2:17][O:18][C:19]1[CH:24]=[CH:23][C:22]([NH:25][C:26](=[O:37])[C:27]2[CH:32]=[CH:31][CH:30]=[C:29]([C:33]([F:36])([F:35])[F:34])[CH:28]=2)=[CH:21][C:20]=1[C:38]1[N:39]([CH3:44])[N:40]=[CH:41][C:42]=1[Cl:43].[CH:47](=O)[CH2:48][CH2:49][CH3:50].C(Cl)(=O)C, predict the reaction product. The product is: [CH2:47]([NH:15][C:16]([CH3:46])([CH3:45])[CH2:17][O:18][C:19]1[CH:24]=[CH:23][C:22]([NH:25][C:26](=[O:37])[C:27]2[CH:32]=[CH:31][CH:30]=[C:29]([C:33]([F:36])([F:34])[F:35])[CH:28]=2)=[CH:21][C:20]=1[C:38]1[N:39]([CH3:44])[N:40]=[CH:41][C:42]=1[Cl:43])[CH2:48][CH2:49][CH3:50]. (6) Given the reactants [C:1]1([CH:7]2[O:11]C(=O)[NH:9][CH:8]2[CH2:13][C:14]2[CH:19]=[CH:18][C:17]([C:20]([F:23])([F:22])[F:21])=[CH:16][CH:15]=2)[CH:6]=[CH:5][CH:4]=[CH:3][CH:2]=1.[OH-].[Na+], predict the reaction product. The product is: [NH2:9][CH:8]([CH2:13][C:14]1[CH:15]=[CH:16][C:17]([C:20]([F:21])([F:22])[F:23])=[CH:18][CH:19]=1)[CH:7]([C:1]1[CH:2]=[CH:3][CH:4]=[CH:5][CH:6]=1)[OH:11].